The task is: Predict the product of the given reaction.. This data is from Forward reaction prediction with 1.9M reactions from USPTO patents (1976-2016). (1) Given the reactants [CH2:1]([N:8]1[CH:13]2[CH2:14][CH2:15][CH:9]1[CH2:10][CH:11]([N:16]1[C:20]3[CH:21]=[C:22]([F:28])[C:23]([C:25]([OH:27])=O)=[CH:24][C:19]=3[NH:18][C:17]1=[O:29])[CH2:12]2)[C:2]1[CH:7]=[CH:6][CH:5]=[CH:4][CH:3]=1.[CH3:30][N:31](C(ON1N=NC2C=CC=CC1=2)=[N+](C)C)C.F[P-](F)(F)(F)(F)F.CN, predict the reaction product. The product is: [CH3:30][NH:31][C:25]([C:23]1[C:22]([F:28])=[CH:21][C:20]2[N:16]([CH:11]3[CH2:10][CH:9]4[N:8]([CH2:1][C:2]5[CH:3]=[CH:4][CH:5]=[CH:6][CH:7]=5)[CH:13]([CH2:14][CH2:15]4)[CH2:12]3)[C:17](=[O:29])[NH:18][C:19]=2[CH:24]=1)=[O:27]. (2) Given the reactants [F:1][C:2]1[CH:21]=[CH:20][C:5]([O:6][C:7]2[CH:16]=[CH:15][C:14]([N+:17]([O-])=O)=[CH:13][C:8]=2[C:9]([O:11][CH3:12])=[O:10])=[CH:4][C:3]=1[NH:22][C:23](=[O:35])[CH2:24][C:25]1[CH:30]=[CH:29][CH:28]=[C:27]([C:31]([F:34])([F:33])[F:32])[CH:26]=1.O1CCCC1, predict the reaction product. The product is: [NH2:17][C:14]1[CH:15]=[CH:16][C:7]([O:6][C:5]2[CH:20]=[CH:21][C:2]([F:1])=[C:3]([NH:22][C:23](=[O:35])[CH2:24][C:25]3[CH:30]=[CH:29][CH:28]=[C:27]([C:31]([F:34])([F:32])[F:33])[CH:26]=3)[CH:4]=2)=[C:8]([CH:13]=1)[C:9]([O:11][CH3:12])=[O:10]. (3) The product is: [CH3:1][O:2][C:3]1[CH:31]=[C:30]([O:32][CH3:33])[CH:29]=[CH:28][C:4]=1[CH2:5][N:6]1[C:7](=[O:27])[C:8]2[CH:13]=[CH:12][N:11]=[CH:10][C:9]=2[N:14]=[C:15]1[CH2:16][O:17][C:18]1[CH:19]=[C:20]([CH:21]=[CH:22][CH:23]=1)[CH:24]=[O:25]. Given the reactants [CH3:1][O:2][C:3]1[CH:31]=[C:30]([O:32][CH3:33])[CH:29]=[CH:28][C:4]=1[CH2:5][NH:6][C:7](=[O:27])[C:8]1[CH:13]=[CH:12][N:11]=[CH:10][C:9]=1[NH:14][C:15](=O)[CH2:16][O:17][C:18]1[CH:23]=[CH:22][CH:21]=[C:20]([CH:24]=[O:25])[CH:19]=1.C(=O)([O-])[O-].[Cs+].[Cs+], predict the reaction product. (4) The product is: [CH3:27][CH:28]([C:2]1[N:7]=[C:6]([C:8]2[C:17]3[CH2:16][CH2:15][CH2:14][CH2:13][C:12]=3[N:11]=[C:10]([O:18][CH2:19][C:20]3[CH:25]=[CH:24][CH:23]=[CH:22][N:21]=3)[CH:9]=2)[CH:5]=[N:4][CH:3]=1)[CH3:29]. Given the reactants Cl[C:2]1[N:7]=[C:6]([C:8]2[C:17]3[CH2:16][CH2:15][CH2:14][CH2:13][C:12]=3[N:11]=[C:10]([O:18][CH2:19][C:20]3[CH:25]=[CH:24][CH:23]=[CH:22][N:21]=3)[CH:9]=2)[CH:5]=[N:4][CH:3]=1.[Br-].[CH3:27][CH:28]([Zn+])[CH3:29].C1COCC1, predict the reaction product. (5) Given the reactants [BH4-].[Na+].C(O)C.C(=O)([O-])[O-].[Ca+2].[CH2:11]([C@@H:18]1[CH2:23][N:22]([CH2:24][C:25]2[CH:30]=[CH:29][CH:28]=[CH:27][CH:26]=2)[CH2:21][CH2:20][N:19]1[C:31]([C:33]1[CH:37]=[C:36]([CH3:38])[N:35]([C:39]2[CH:40]=[C:41]([N:45]3[CH2:50][CH2:49][CH:48]([C:51](OCC)=[O:52])[CH2:47][CH2:46]3)[CH:42]=[CH:43][CH:44]=2)[C:34]=1[C:56]1[CH:61]=[CH:60][CH:59]=[CH:58][CH:57]=1)=[O:32])[C:12]1[CH:17]=[CH:16][CH:15]=[CH:14][CH:13]=1, predict the reaction product. The product is: [CH2:11]([C@@H:18]1[CH2:23][N:22]([CH2:24][C:25]2[CH:26]=[CH:27][CH:28]=[CH:29][CH:30]=2)[CH2:21][CH2:20][N:19]1[C:31]([C:33]1[CH:37]=[C:36]([CH3:38])[N:35]([C:39]2[CH:40]=[C:41]([N:45]3[CH2:46][CH2:47][CH:48]([CH2:51][OH:52])[CH2:49][CH2:50]3)[CH:42]=[CH:43][CH:44]=2)[C:34]=1[C:56]1[CH:57]=[CH:58][CH:59]=[CH:60][CH:61]=1)=[O:32])[C:12]1[CH:17]=[CH:16][CH:15]=[CH:14][CH:13]=1. (6) Given the reactants [C:1]([C:5]1[CH:10]=[CH:9][C:8]([OH:11])=[C:7]([N+:12]([O-:14])=[O:13])[CH:6]=1)([CH3:4])([CH3:3])[CH3:2].C1(=O)O[CH2:18][CH2:17][O:16]1, predict the reaction product. The product is: [C:1]([C:5]1[CH:10]=[CH:9][C:8]([O:11][CH2:18][CH2:17][OH:16])=[C:7]([N+:12]([O-:14])=[O:13])[CH:6]=1)([CH3:4])([CH3:2])[CH3:3].